The task is: Predict the reaction yield, written as a fraction of the theoretical maximum amount of product (1.0 means a 100% yield; for example, 0.34 means a 34% yield).. This data is from Reaction yield outcomes from USPTO patents with 853,638 reactions. (1) The reactants are [CH2:1]([S:3][C:4]1[C:5]([C:9](O)=O)=[N:6][S:7][N:8]=1)[CH3:2].[CH3:12][NH:13][C:14]1[C:19]([NH2:20])=[CH:18][C:17]([C:21]([F:24])([F:23])[F:22])=[CH:16][N:15]=1.CCN=C=NCCCN(C)C.Cl. The catalyst is N1C=CC=CC=1. The product is [CH2:1]([S:3][C:4]1[C:5]([C:9]2[N:13]([CH3:12])[C:14]3=[N:15][CH:16]=[C:17]([C:21]([F:22])([F:23])[F:24])[CH:18]=[C:19]3[N:20]=2)=[N:6][S:7][N:8]=1)[CH3:2]. The yield is 0.600. (2) The reactants are [Cl:1][C:2]1[CH:10]=[CH:9][C:8]2[N:7]([CH2:11][CH2:12][O:13][C:14]3[CH:19]=[CH:18][C:17]([F:20])=[CH:16][CH:15]=3)[C:6]3[CH2:21][CH2:22][N:23](C(OC(C)(C)C)=O)[CH2:24][CH2:25][C:5]=3[C:4]=2[C:3]=1[Cl:33].[OH-].[Na+]. The catalyst is C(Cl)Cl.C(O)(C(F)(F)F)=O. The product is [ClH:1].[Cl:1][C:2]1[CH:10]=[CH:9][C:8]2[N:7]([CH2:11][CH2:12][O:13][C:14]3[CH:15]=[CH:16][C:17]([F:20])=[CH:18][CH:19]=3)[C:6]3[CH2:21][CH2:22][NH:23][CH2:24][CH2:25][C:5]=3[C:4]=2[C:3]=1[Cl:33]. The yield is 0.400. (3) The reactants are Cl.C[O:3][C:4](=[O:39])[C:5]1[CH:10]=[CH:9][C:8]([CH2:11][O:12][C:13]2[CH:18]=[CH:17][C:16]([CH2:19][C@H:20]([NH2:38])[C:21]3[N:22]([CH2:34][CH2:35][CH2:36][CH3:37])[CH:23]=[C:24]([C:26]4[CH:31]=[CH:30][C:29]([Cl:32])=[CH:28][C:27]=4[Cl:33])[N:25]=3)=[CH:15][CH:14]=2)=[CH:7][CH:6]=1.[CH2:40]([O:44][C:45]1[CH:50]=[CH:49][C:48]([CH:51]=[CH:52][C:53](O)=[O:54])=[CH:47][CH:46]=1)[CH2:41][CH2:42][CH3:43]. No catalyst specified. The product is [CH2:40]([O:44][C:45]1[CH:46]=[CH:47][C:48]([CH:51]=[CH:52][C:53]([NH:38][C@H:20]([C:21]2[N:22]([CH2:34][CH2:35][CH2:36][CH3:37])[CH:23]=[C:24]([C:26]3[CH:31]=[CH:30][C:29]([Cl:32])=[CH:28][C:27]=3[Cl:33])[N:25]=2)[CH2:19][C:16]2[CH:15]=[CH:14][C:13]([O:12][CH2:11][C:8]3[CH:7]=[CH:6][C:5]([C:4]([OH:3])=[O:39])=[CH:10][CH:9]=3)=[CH:18][CH:17]=2)=[O:54])=[CH:49][CH:50]=1)[CH2:41][CH2:42][CH3:43]. The yield is 0.620. (4) The reactants are [CH3:1][C:2]1[NH:10][C:9]2[C:8](=[O:11])[NH:7][C:6]([NH:12]C(=O)OC)=[N:5][C:4]=2[CH:3]=1.CC(O)=O. The catalyst is [OH-].[Na+]. The product is [NH2:12][C:6]1[NH:7][C:8](=[O:11])[C:9]2[NH:10][C:2]([CH3:1])=[CH:3][C:4]=2[N:5]=1. The yield is 0.920. (5) The reactants are [CH:1]([C:3]1[N:4]([C:8]2[CH:15]=[CH:14][C:11]([C:12]#[N:13])=[CH:10][C:9]=2[CH3:16])[CH:5]=[CH:6][CH:7]=1)=O.[C:17]([CH:22]=P(C1C=CC=CC=1)(C1C=CC=CC=1)C1C=CC=CC=1)([O:19][CH2:20][CH3:21])=[O:18]. The catalyst is C1(C)C=CC=CC=1. The product is [C:12]([C:11]1[CH:14]=[CH:15][C:8]([N:4]2[CH:5]=[CH:6][CH:7]=[C:3]2[CH:1]=[CH:22][C:17]([O:19][CH2:20][CH3:21])=[O:18])=[C:9]([CH3:16])[CH:10]=1)#[N:13]. The yield is 0.980. (6) The reactants are [CH3:1][O:2][C:3]1[CH:4]=[C:5]2[C:10](=[CH:11][C:12]=1[O:13][CH3:14])[N:9]=[CH:8][N:7]=[C:6]2[O:15][C:16]1[CH:17]=[C:18]([CH:20]=[CH:21][CH:22]=1)[NH2:19].[OH:23][CH2:24][C:25]([C:28]1[O:32][N:31]=[C:30]([NH:33][C:34](=O)[O:35]C2C=CC=CC=2)[CH:29]=1)([CH3:27])[CH3:26].COC1C=C2C(=CC=1OC)N=CN=C2OC1C=C(NC(NC2ON=C(C(C)C)C=2)=O)C=CC=1. No catalyst specified. The product is [CH3:1][O:2][C:3]1[CH:4]=[C:5]2[C:10](=[CH:11][C:12]=1[O:13][CH3:14])[N:9]=[CH:8][N:7]=[C:6]2[O:15][C:16]1[CH:17]=[C:18]([NH:19][C:34]([NH:33][C:30]2[CH:29]=[C:28]([C:25]([CH3:27])([CH3:26])[CH2:24][OH:23])[O:32][N:31]=2)=[O:35])[CH:20]=[CH:21][CH:22]=1. The yield is 0.610. (7) The yield is 0.930. The reactants are [Br:1][CH2:2][CH2:3][OH:4].N1C=CC=CC=1.[P:11](Cl)([O:16][CH2:17][CH3:18])([O:13][CH2:14][CH3:15])=[O:12].Cl. The product is [CH2:14]([O:13][P:11](=[O:12])([O:16][CH2:17][CH3:18])[O:4][CH2:3][CH2:2][Br:1])[CH3:15]. The catalyst is ClCCl.C(OCC)C.